Predict the product of the given reaction. From a dataset of Forward reaction prediction with 1.9M reactions from USPTO patents (1976-2016). (1) Given the reactants [Br-:1].[Li+].[C:3]1(=[O:20])[N:7]([CH2:8][CH:9]2[CH2:13]OS(=O)[O:10]2)[C:6](=[O:15])[C:5]2=[CH:16][CH:17]=[CH:18][CH:19]=[C:4]12, predict the reaction product. The product is: [C:3]1(=[O:20])[N:7]([CH2:8][C@@H:9]([OH:10])[CH2:13][Br:1])[C:6](=[O:15])[C:5]2=[CH:16][CH:17]=[CH:18][CH:19]=[C:4]12. (2) Given the reactants Br[C:2]1[CH:3]=[C:4]([NH:10][C:11]2[CH:15]=[CH:14][N:13]([CH2:16][CH2:17][O:18][Si:19]([C:22]([CH3:25])([CH3:24])[CH3:23])([CH3:21])[CH3:20])[N:12]=2)[C:5](=[O:9])[N:6]([CH3:8])[CH:7]=1.[C:26]([O:29][CH2:30][C:31]1[C:36](B2OC(C)(C)C(C)(C)O2)=[CH:35][CH:34]=[CH:33][C:32]=1[N:46]1[CH2:58][CH2:57][N:49]2[C:50]3[CH2:51][CH2:52][CH2:53][CH2:54][C:55]=3[CH:56]=[C:48]2[C:47]1=[O:59])(=[O:28])[CH3:27].C([O-])(=O)C.[Na+].[O-]P([O-])([O-])=O.[K+].[K+].[K+], predict the reaction product. The product is: [C:26]([O:29][CH2:30][C:31]1[C:32]([N:46]2[CH2:58][CH2:57][N:49]3[C:50]4[CH2:51][CH2:52][CH2:53][CH2:54][C:55]=4[CH:56]=[C:48]3[C:47]2=[O:59])=[CH:33][CH:34]=[CH:35][C:36]=1[C:2]1[CH:3]=[C:4]([NH:10][C:11]2[CH:15]=[CH:14][N:13]([CH2:16][CH2:17][O:18][Si:19]([C:22]([CH3:25])([CH3:24])[CH3:23])([CH3:21])[CH3:20])[N:12]=2)[C:5](=[O:9])[N:6]([CH3:8])[CH:7]=1)(=[O:28])[CH3:27]. (3) The product is: [NH2:1][C:2]1[N:7]=[C:6]([NH:8][C:9]2[CH:14]=[CH:13][C:12]([CH2:15][O:16][C:27](=[O:33])[CH2:28][CH2:29][C:30]([OH:32])=[O:31])=[CH:11][CH:10]=2)[CH:5]=[C:4]([C:17]2[CH:22]=[C:21]([Cl:23])[CH:20]=[CH:19][C:18]=2[O:24][CH2:25][CH3:26])[N:3]=1. Given the reactants [NH2:1][C:2]1[N:7]=[C:6]([NH:8][C:9]2[CH:14]=[CH:13][C:12]([CH2:15][OH:16])=[CH:11][CH:10]=2)[CH:5]=[C:4]([C:17]2[CH:22]=[C:21]([Cl:23])[CH:20]=[CH:19][C:18]=2[O:24][CH2:25][CH3:26])[N:3]=1.[C:27]1(=[O:33])[O:32][C:30](=[O:31])[CH2:29][CH2:28]1, predict the reaction product. (4) Given the reactants [NH2:1][C:2]1[CH:3]=[C:4]([NH:9][C:10](=[O:22])[C:11]2[CH:16]=[CH:15][C:14]([C:17]([F:20])([F:19])[F:18])=[N:13][C:12]=2[CH3:21])[CH:5]=[CH:6][C:7]=1[Cl:8].[O:23]1[CH2:28][CH2:27][N:26]([C:29]2[CH:37]=[CH:36][CH:35]=[CH:34][C:30]=2[C:31](O)=[O:32])[CH2:25][CH2:24]1, predict the reaction product. The product is: [Cl:8][C:7]1[CH:6]=[CH:5][C:4]([NH:9][C:10](=[O:22])[C:11]2[CH:16]=[CH:15][C:14]([C:17]([F:20])([F:19])[F:18])=[N:13][C:12]=2[CH3:21])=[CH:3][C:2]=1[NH:1][C:31](=[O:32])[C:30]1[CH:34]=[CH:35][CH:36]=[CH:37][C:29]=1[N:26]1[CH2:27][CH2:28][O:23][CH2:24][CH2:25]1. (5) Given the reactants [F:1][C:2]1[CH:7]=[CH:6][CH:5]=[CH:4][C:3]=1[NH:8][C:9]([C@H:11]1[N:19]([C:20](=[O:39])[C@@H:21]([NH:25][C:26](=[O:38])[C@@H:27]([N:29](C)[C:30](=O)OC(C)(C)C)[CH3:28])[CH:22]([CH3:24])[CH3:23])[C:14]2=[N:15][CH:16]=[CH:17][CH:18]=[C:13]2[CH2:12]1)=[O:10].C(O)(C(F)(F)F)=O, predict the reaction product. The product is: [F:1][C:2]1[CH:7]=[CH:6][CH:5]=[CH:4][C:3]=1[NH:8][C:9]([C@H:11]1[N:19]([C:20](=[O:39])[C@@H:21]([NH:25][C:26](=[O:38])[C@@H:27]([NH:29][CH3:30])[CH3:28])[CH:22]([CH3:23])[CH3:24])[C:14]2=[N:15][CH:16]=[CH:17][CH:18]=[C:13]2[CH2:12]1)=[O:10].